From a dataset of Peptide-MHC class II binding affinity with 134,281 pairs from IEDB. Regression. Given a peptide amino acid sequence and an MHC pseudo amino acid sequence, predict their binding affinity value. This is MHC class II binding data. (1) The peptide sequence is LQSLWANFYELLADA. The MHC is DRB1_0405 with pseudo-sequence DRB1_0405. The binding affinity (normalized) is 0.516. (2) The peptide sequence is VTLEADVILPIGTRS. The MHC is HLA-DQA10501-DQB10303 with pseudo-sequence HLA-DQA10501-DQB10303. The binding affinity (normalized) is 0.460. (3) The peptide sequence is KIIGGIGGFIKVRQYDQILI. The MHC is DRB4_0101 with pseudo-sequence DRB4_0103. The binding affinity (normalized) is 0.225.